The task is: Predict the reaction yield, written as a fraction of the theoretical maximum amount of product (1.0 means a 100% yield; for example, 0.34 means a 34% yield).. This data is from Reaction yield outcomes from USPTO patents with 853,638 reactions. (1) The reactants are [C:1]1([C:6]([N:8]2[CH2:13][CH2:12][Si:11]([CH3:15])([CH3:14])[CH2:10][CH2:9]2)=[O:7])[CH2:5][CH2:4][CH2:3][CH:2]=1. The catalyst is C(O)C.[Pd]. The product is [CH:1]1([C:6]([N:8]2[CH2:13][CH2:12][Si:11]([CH3:15])([CH3:14])[CH2:10][CH2:9]2)=[O:7])[CH2:2][CH2:3][CH2:4][CH2:5]1. The yield is 0.900. (2) The reactants are Br.[N:2]1[CH:7]=[CH:6][CH:5]=[C:4]([O:8][C:9]2[CH:14]=[CH:13][C:12]([C:15]3[O:19][C:18]([NH2:20])=[N:17][N:16]=3)=[CH:11][CH:10]=2)[CH:3]=1.[F:21][C:22]([F:34])([F:33])[O:23][C:24]1[CH:32]=[CH:31][CH:30]=[CH:29][C:25]=1[C:26](Cl)=[O:27]. The catalyst is N1C=CC=CC=1.CO. The product is [N:2]1[CH:7]=[CH:6][CH:5]=[C:4]([O:8][C:9]2[CH:10]=[CH:11][C:12]([C:15]3[O:19][C:18]([NH:20][C:26](=[O:27])[C:25]4[CH:29]=[CH:30][CH:31]=[CH:32][C:24]=4[O:23][C:22]([F:21])([F:33])[F:34])=[N:17][N:16]=3)=[CH:13][CH:14]=2)[CH:3]=1. The yield is 0.0910. (3) The reactants are [CH3:1][O:2][C:3]1[CH:4]=[C:5]([C:11]([N+:23]([O-])=O)=[CH:12][C:13]=1[O:14][CH2:15][CH:16]1[CH2:21][CH2:20][N:19]([CH3:22])[CH2:18][CH2:17]1)[C:6]([O:8][CH2:9][CH3:10])=[O:7].[H][H]. The catalyst is CO.[Pt]. The product is [NH2:23][C:11]1[C:5]([C:6]([O:8][CH2:9][CH3:10])=[O:7])=[CH:4][C:3]([O:2][CH3:1])=[C:13]([O:14][CH2:15][CH:16]2[CH2:21][CH2:20][N:19]([CH3:22])[CH2:18][CH2:17]2)[CH:12]=1. The yield is 0.800. (4) No catalyst specified. The product is [Br:1][C:2]1[CH:3]=[CH:4][C:5]([OH:11])=[C:6]([CH:10]=1)[C:7]([NH:12][C:13]1[S:14][C:15]([C:20]2[CH:25]=[CH:24][CH:23]=[CH:22][CH:21]=2)=[C:16]([CH2:18][CH3:19])[N:17]=1)=[O:9]. The reactants are [Br:1][C:2]1[CH:10]=[C:6]([C:7]([OH:9])=O)[C:5]([OH:11])=[CH:4][CH:3]=1.[NH2:12][C:13]1[S:14][C:15]([C:20]2[CH:25]=[CH:24][CH:23]=[CH:22][CH:21]=2)=[C:16]([CH2:18][CH3:19])[N:17]=1. The yield is 0.174. (5) The catalyst is CO.[Pd]. The product is [NH2:1][C:4]1[CH:5]=[N:6][N:7]([C:9]([O:11][C:12]([CH3:15])([CH3:14])[CH3:13])=[O:10])[CH:8]=1. The reactants are [N+:1]([C:4]1[CH:5]=[N:6][N:7]([C:9]([O:11][C:12]([CH3:15])([CH3:14])[CH3:13])=[O:10])[CH:8]=1)([O-])=O.[H][H]. The yield is 0.950.